This data is from B-cell epitopes from IEDB database with 3,159 antigens for binding position prediction. The task is: Token-level Classification. Given an antigen amino acid sequence, predict which amino acid positions are active epitope sites capable of antibody binding. Output is a list of indices for active positions. (1) Given the antigen sequence: MSTNPKPQRKTKRNTNRRPQDVKFPGGGQIVGGVYLLPRRGPRLGVRATRKTSERSQPRGRRQPIPKARRPEGRAWAQPGYPWPLFGNEGMGWAGWLLSPRGSRPSWGPTDPRRRSRNLGKVIDTLTCGFADLMGYIPLVGAPLGGAARALAHGVRVLEDGVNYATGNLPGCSFSIFLLALLSCLTIPASAYEVRNVSGVYHVTNDCSNSSIVYETADMIMHLPGCVPCVSEGNSSRCWVALTPTLAARNASVPTMTLRDHVDLLVGAAAFCSAMYVEDLCGSVLLVSQLFTFSPRRHETVQDCNCSIYPGHITGHRMAWDMMMNWSPTAALVVSQLLRIPQAIVDMVAGAHWGVPAGLAYYSMVGNWAKVLVVMLLFAGVDGKTSLTGVTRARAAARLTALFSSGPSQRIQLINTNGSWHVNRTALNCN, which amino acid positions are active epitope sites? The epitope positions are: [313, 314, 315, 316, 317, 318, 319, 320, 321, 322, 323]. The amino acids at these positions are: TGHRMAWDMMM. (2) Given the antigen sequence: MARKDTNKQYSLRKLKTGTASVAVAVAVLGAGFANQTEVKAAEKKVEAKVEVAENNVSSVARREKELYDQIADLTD, which amino acid positions are active epitope sites? The epitope positions are: [41, 42, 43, 44, 45, 46, 47, 48, 49, 50, 51, 52, 53, 54, 55, 56, 57, 58, 59, 60]. The amino acids at these positions are: AEKKVEAKVEVAENNVSSVA.